From a dataset of Reaction yield outcomes from USPTO patents with 853,638 reactions. Predict the reaction yield, written as a fraction of the theoretical maximum amount of product (1.0 means a 100% yield; for example, 0.34 means a 34% yield). (1) The reactants are [C:1]([O:5][C:6]([N:8]1[CH2:13][CH2:12][C:11]([CH2:17][S:18]([C:21]2[CH:26]=[CH:25][C:24]([O:27][CH2:28][C:29]#[C:30][CH3:31])=[CH:23][CH:22]=2)(=O)=O)([C:14](O)=[O:15])[CH2:10][CH2:9]1)=[O:7])([CH3:4])([CH3:3])[CH3:2].[OH:32][N:33]1C2C=CC=CC=2N=N1.Cl.CN(C)CCCN=C=NCC.NO. The catalyst is CN(C=O)C.CCOC(C)=O. The product is [C:1]([O:5][C:6]([N:8]1[CH2:13][CH2:12][C:11]([CH2:17][S:18][C:21]2[CH:26]=[CH:25][C:24]([O:27][CH2:28][C:29]#[C:30][CH3:31])=[CH:23][CH:22]=2)([C:14]([NH:33][OH:32])=[O:15])[CH2:10][CH2:9]1)=[O:7])([CH3:4])([CH3:3])[CH3:2]. The yield is 0.360. (2) The reactants are [C:1]([O:5][C:6]([N:8]1[CH2:13][CH2:12][CH2:11][CH:10]([C:14]#[CH:15])[CH2:9]1)=[O:7])([CH3:4])([CH3:3])[CH3:2].I[C:17]1[CH:22]=[CH:21][C:20]([F:23])=[CH:19][CH:18]=1. The catalyst is CCN(CC)CC.[Cu]I. The product is [C:1]([O:5][C:6]([N:8]1[CH2:13][CH2:12][CH2:11][CH:10]([C:14]#[C:15][C:17]2[CH:22]=[CH:21][C:20]([F:23])=[CH:19][CH:18]=2)[CH2:9]1)=[O:7])([CH3:4])([CH3:3])[CH3:2]. The yield is 0.890. (3) The catalyst is ClCCl.CN(C)C1C=CN=CC=1. The yield is 0.560. The product is [F:26][C:2]([F:25])([F:1])[C:3]1[CH:4]=[C:5]([CH:22]=[CH:23][CH:24]=1)[CH2:6][NH:7][C:8]1[N:9]=[CH:10][N:11]=[C:12]([C:14]2[CH:19]=[C:18]([Cl:20])[CH:17]=[CH:16][C:15]=2[NH:21][C:46]([C:45]2[CH:44]=[C:43]([CH:51]=[CH:50][CH:49]=2)[C:41]([O:40][CH3:39])=[O:42])=[O:47])[CH:13]=1. The reactants are [F:1][C:2]([F:26])([F:25])[C:3]1[CH:4]=[C:5]([CH:22]=[CH:23][CH:24]=1)[CH2:6][NH:7][C:8]1[CH:13]=[C:12]([C:14]2[CH:19]=[C:18]([Cl:20])[CH:17]=[CH:16][C:15]=2[NH2:21])[N:11]=[CH:10][N:9]=1.CCN=C=NCCCN(C)C.Cl.[CH3:39][O:40][C:41]([C:43]1[CH:44]=[C:45]([CH:49]=[CH:50][CH:51]=1)[C:46](O)=[O:47])=[O:42]. (4) The reactants are Cl.[C:2]([NH:6][NH2:7])([CH3:5])([CH3:4])[CH3:3].[OH-].[Na+].O=[C:11]([C:15]1[CH:20]=[CH:19][CH:18]=[CH:17][CH:16]=1)[CH2:12][C:13]#[N:14]. The catalyst is CCO. The product is [C:2]([N:6]1[C:13]([NH2:14])=[CH:12][C:11]([C:15]2[CH:20]=[CH:19][CH:18]=[CH:17][CH:16]=2)=[N:7]1)([CH3:5])([CH3:4])[CH3:3]. The yield is 0.830. (5) The reactants are [Br:1][C:2]1[CH:3]=[N:4][CH:5]=[C:6]([CH:10]=1)[C:7]([OH:9])=O.C(Cl)(=O)C(Cl)=O.[CH:17]1([CH2:20][NH2:21])[CH2:19][CH2:18]1.C([O-])(O)=O.[Na+]. The catalyst is C(Cl)Cl.CN(C=O)C. The product is [Br:1][C:2]1[CH:3]=[N:4][CH:5]=[C:6]([CH:10]=1)[C:7]([NH:21][CH2:20][CH:17]1[CH2:19][CH2:18]1)=[O:9]. The yield is 0.710. (6) The reactants are [NH2:1][C:2]1[N:7]([CH3:8])[C:6](=[O:9])[N:5]([CH2:10][C:11]2[CH:16]=[CH:15][C:14]([O:17][CH3:18])=[CH:13][CH:12]=2)[C:4](=[O:19])[CH:3]=1.[N:20]([O-])=[O:21].[Na+]. The catalyst is O.C(O)(=O)C. The product is [NH2:1][C:2]1[N:7]([CH3:8])[C:6](=[O:9])[N:5]([CH2:10][C:11]2[CH:16]=[CH:15][C:14]([O:17][CH3:18])=[CH:13][CH:12]=2)[C:4](=[O:19])[C:3]=1[N:20]=[O:21]. The yield is 0.859. (7) The reactants are [Cl:1][C:2]1[C:6]([NH:7]C(=O)OC(C)(C)C)=[CH:5][N:4]([C:15]2[CH:16]=[N:17][CH:18]=[CH:19][CH:20]=2)[N:3]=1.FC(F)(F)C(O)=O.C1(C)C=CC=CC=1. The catalyst is ClCCl. The product is [Cl:1][C:2]1[C:6]([NH2:7])=[CH:5][N:4]([C:15]2[CH:16]=[N:17][CH:18]=[CH:19][CH:20]=2)[N:3]=1. The yield is 0.722. (8) The reactants are [CH2:1]([C:4]1[C:12]([Cl:13])=[CH:11][C:10]2[CH2:9][CH2:8][CH2:7][C:6]=2[C:5]=1[OH:14])[CH:2]=[CH2:3].[H-].[Na+].[CH2:17](Br)[C:18]1[CH:23]=[CH:22][CH:21]=[CH:20][CH:19]=1.C(OC1C2C(=CC=CC=2)C(Cl)=CC=1CC(O)CO)C1C=CC=CC=1. No catalyst specified. The product is [CH2:1]([C:4]1[C:5]([O:14][CH2:17][C:18]2[CH:23]=[CH:22][CH:21]=[CH:20][CH:19]=2)=[C:6]2[C:10](=[CH:11][C:12]=1[Cl:13])[CH2:9][CH2:8][CH2:7]2)[CH:2]=[CH2:3]. The yield is 0.890. (9) The reactants are [C:1]([NH:4][C:5]1[CH:21]=[CH:20][C:8]([C:9]([NH:11][C:12]2[CH:17]=[CH:16][C:15]([O:18][CH3:19])=[CH:14][CH:13]=2)=[O:10])=[C:7]([NH:22][C:23]([CH:25]2[CH2:30][CH2:29][NH:28][CH2:27][CH2:26]2)=[O:24])[CH:6]=1)(=[O:3])[CH3:2].[N:31]1[CH:36]=[CH:35][C:34]([CH:37]=O)=[CH:33][CH:32]=1.C(O)(=O)C.C(O[BH-](OC(=O)C)OC(=O)C)(=O)C.[Na+]. The catalyst is ClCCCl. The product is [C:1]([NH:4][C:5]1[CH:21]=[CH:20][C:8]([C:9]([NH:11][C:12]2[CH:13]=[CH:14][C:15]([O:18][CH3:19])=[CH:16][CH:17]=2)=[O:10])=[C:7]([NH:22][C:23]([CH:25]2[CH2:30][CH2:29][N:28]([CH2:37][C:34]3[CH:35]=[CH:36][N:31]=[CH:32][CH:33]=3)[CH2:27][CH2:26]2)=[O:24])[CH:6]=1)(=[O:3])[CH3:2]. The yield is 0.760.